Task: Predict the reaction yield, written as a fraction of the theoretical maximum amount of product (1.0 means a 100% yield; for example, 0.34 means a 34% yield).. Dataset: Reaction yield outcomes from USPTO patents with 853,638 reactions (1) The reactants are [CH3:1][O:2][C:3]1[CH:28]=[CH:27][C:6]([CH2:7][N:8]2[C:12]3=[N:13][CH:14]=[CH:15][C:16]([O:17][C:18]4[CH:23]=[CH:22][C:21]([NH2:24])=[CH:20][C:19]=4[F:25])=[C:11]3[C:10](I)=[N:9]2)=[CH:5][CH:4]=1.[CH:29]([B-](F)(F)F)=[CH2:30].[K+].C(N(CC)CC)C. The catalyst is C1C=CC(P(C2C=CC=CC=2)[C-]2C=CC=C2)=CC=1.C1C=CC(P(C2C=CC=CC=2)[C-]2C=CC=C2)=CC=1.Cl[Pd]Cl.[Fe+2].C(O)CC. The product is [CH3:1][O:2][C:3]1[CH:28]=[CH:27][C:6]([CH2:7][N:8]2[C:12]3=[N:13][CH:14]=[CH:15][C:16]([O:17][C:18]4[CH:23]=[CH:22][C:21]([NH2:24])=[CH:20][C:19]=4[F:25])=[C:11]3[C:10]([CH:29]=[CH2:30])=[N:9]2)=[CH:5][CH:4]=1. The yield is 0.660. (2) The reactants are C(OC1C=C(NCCS(C)(=O)=O)C=CC=1OC)C.[CH2:19]([O:21][C:22]1[CH:23]=[C:24]([CH:30]([NH2:36])[CH2:31][S:32]([CH3:35])(=[O:34])=[O:33])[CH:25]=[CH:26][C:27]=1[O:28][CH3:29])[CH3:20].[C:37]([NH:40][C@H:41]([C:46]([OH:48])=[O:47])[CH2:42][CH:43]([CH3:45])[CH3:44])(=[O:39])[CH3:38]. The catalyst is CO. The product is [C:37]([NH:40][C@H:41]([C:46]([OH:48])=[O:47])[CH2:42][CH:43]([CH3:44])[CH3:45])(=[O:39])[CH3:38].[CH2:19]([O:21][C:22]1[CH:23]=[C:24]([C@H:30]([NH2:36])[CH2:31][S:32]([CH3:35])(=[O:34])=[O:33])[CH:25]=[CH:26][C:27]=1[O:28][CH3:29])[CH3:20]. The yield is 0.900. (3) The reactants are C[Zn]C.[CH3:4]CCCCCC.Br[C:12]1[CH:13]=[C:14]([C:35]([F:38])([F:37])[F:36])[C:15]2[N:16]([N:19]=[C:20]([CH2:22][CH2:23][C:24]3[N:25]([CH3:34])[N:26]=[C:27]([N:29]4[CH2:33][CH2:32][CH2:31][CH2:30]4)[N:28]=3)[N:21]=2)[C:17]=1[CH3:18]. The catalyst is O1CCOCC1.C1(P(C2C=CC=CC=2)CCCP(C2C=CC=CC=2)C2C=CC=CC=2)C=CC=CC=1.[Ni](Cl)Cl. The product is [CH3:18][C:17]1[N:16]2[N:19]=[C:20]([CH2:22][CH2:23][C:24]3[N:25]([CH3:34])[N:26]=[C:27]([N:29]4[CH2:33][CH2:32][CH2:31][CH2:30]4)[N:28]=3)[N:21]=[C:15]2[C:14]([C:35]([F:38])([F:36])[F:37])=[CH:13][C:12]=1[CH3:4]. The yield is 0.617. (4) The reactants are [O:1]=[C:2]1[CH2:10][C:9]2[C:4](=[CH:5][CH:6]=[C:7]([C:11]([C:13]3[CH:18]=[CH:17][C:16]([NH:19][C:20](=[O:22])[CH3:21])=[CH:15][CH:14]=3)=[O:12])[CH:8]=2)[NH:3]1.[CH:23](OCC)=[O:24].[O-]CC.[Na+].Cl. The catalyst is C(O)C. The product is [OH:24][CH:23]=[C:10]1[C:9]2[C:4](=[CH:5][CH:6]=[C:7]([C:11]([C:13]3[CH:18]=[CH:17][C:16]([NH:19][C:20](=[O:22])[CH3:21])=[CH:15][CH:14]=3)=[O:12])[CH:8]=2)[NH:3][C:2]1=[O:1]. The yield is 0.750. (5) The reactants are Cl[CH2:2][C:3]([N:5]([CH:14]1[CH2:16][CH2:15]1)[C:6]1[CH:11]=[CH:10][CH:9]=[C:8]([O:12][CH3:13])[CH:7]=1)=[O:4].CCN(CC)CC.C1(C2C=CC=CC=2)C=CC=CC=1P(C(C)(C)C)C(C)(C)C. The catalyst is C1(C)C=CC=CC=1.CC([O-])=O.CC([O-])=O.[Pd+2]. The product is [CH:14]1([N:5]2[C:6]3[C:11](=[CH:10][CH:9]=[C:8]([O:12][CH3:13])[CH:7]=3)[CH2:2][C:3]2=[O:4])[CH2:16][CH2:15]1. The yield is 0.840. (6) The reactants are C(O[C:6](=[O:33])[NH:7][CH2:8][C@@H:9]1[O:13][C:12](=[O:14])[N:11]([C:15]2[CH:20]=[CH:19][C:18]([C:21]3[S:22][CH:23]=[C:24]([CH2:26][N:27]4[CH:31]=[CH:30][N:29]=[CH:28]4)[N:25]=3)=[C:17]([F:32])[CH:16]=2)[CH2:10]1)(C)(C)C.F[C:35](F)(F)C(O)=O.N1C=CC=CC=1.C(OC(=O)C)(=O)C. The catalyst is ClCCl.O. The product is [F:32][C:17]1[CH:16]=[C:15]([N:11]2[CH2:10][C@H:9]([CH2:8][NH:7][C:6](=[O:33])[CH3:35])[O:13][C:12]2=[O:14])[CH:20]=[CH:19][C:18]=1[C:21]1[S:22][CH:23]=[C:24]([CH2:26][N:27]2[CH:31]=[CH:30][N:29]=[CH:28]2)[N:25]=1. The yield is 0.420.